From a dataset of Reaction yield outcomes from USPTO patents with 853,638 reactions. Predict the reaction yield, written as a fraction of the theoretical maximum amount of product (1.0 means a 100% yield; for example, 0.34 means a 34% yield). (1) The reactants are [CH3:1][O:2][C:3]1[CH:10]=[C:9]([O:11][CH3:12])[CH:8]=[CH:7][C:4]=1[CH:5]=[O:6].[I:13]Cl.Cl. The catalyst is CO. The product is [I:13][C:8]1[C:9]([O:11][CH3:12])=[CH:10][C:3]([O:2][CH3:1])=[C:4]([CH:7]=1)[CH:5]=[O:6]. The yield is 0.875. (2) The reactants are Br[C:2]1[S:6][C:5]([C:7]2[NH:8][C:9]([C:12]([O:14][CH3:15])=[O:13])=[CH:10][N:11]=2)=[C:4]([C:16]2[CH:21]=[CH:20][C:19]([Cl:22])=[CH:18][C:17]=2[Cl:23])[C:3]=1[C:24]#[N:25].C[Sn](C)(C)[C:28]1[CH:33]=[CH:32][N:31]=[C:30]([NH:34][C:35](=[O:37])[CH3:36])[CH:29]=1.[Cl-].[Li+]. The catalyst is O1CCOCC1.[Cu]I.C1C=CC([P]([Pd]([P](C2C=CC=CC=2)(C2C=CC=CC=2)C2C=CC=CC=2)([P](C2C=CC=CC=2)(C2C=CC=CC=2)C2C=CC=CC=2)[P](C2C=CC=CC=2)(C2C=CC=CC=2)C2C=CC=CC=2)(C2C=CC=CC=2)C2C=CC=CC=2)=CC=1. The product is [C:35]([NH:34][C:30]1[CH:29]=[C:28]([C:2]2[S:6][C:5]([C:7]3[NH:8][C:9]([C:12]([O:14][CH3:15])=[O:13])=[CH:10][N:11]=3)=[C:4]([C:16]3[CH:21]=[CH:20][C:19]([Cl:22])=[CH:18][C:17]=3[Cl:23])[C:3]=2[C:24]#[N:25])[CH:33]=[CH:32][N:31]=1)(=[O:37])[CH3:36]. The yield is 0.100.